Dataset: Catalyst prediction with 721,799 reactions and 888 catalyst types from USPTO. Task: Predict which catalyst facilitates the given reaction. (1) Reactant: [C:1]([C:3]1[CH:4]=[C:5]([C:13]2[S:14][C:15]([C:18]3[CH:26]=[CH:25][CH:24]=[C:23]4[C:19]=3[CH2:20][CH2:21][C@H:22]4[NH:27][S:28]([CH:31]=[CH2:32])(=[O:30])=[O:29])=[CH:16][N:17]=2)[CH:6]=[CH:7][C:8]=1[O:9][CH:10]([CH3:12])[CH3:11])#[N:2].Cl.[NH:34]1[CH2:39][CH2:38][CH2:37][C@@H:36]([OH:40])[CH2:35]1. Product: [C:1]([C:3]1[CH:4]=[C:5]([C:13]2[S:14][C:15]([C:18]3[CH:26]=[CH:25][CH:24]=[C:23]4[C:19]=3[CH2:20][CH2:21][C@H:22]4[NH:27][S:28]([CH2:31][CH2:32][N:34]3[CH2:39][CH2:38][CH2:37][C@@H:36]([OH:40])[CH2:35]3)(=[O:30])=[O:29])=[CH:16][N:17]=2)[CH:6]=[CH:7][C:8]=1[O:9][CH:10]([CH3:12])[CH3:11])#[N:2]. The catalyst class is: 3. (2) Reactant: [F:1][C:2]1[C:7]([O:8][CH3:9])=[CH:6][C:5]([O:10][CH3:11])=[CH:4][C:3]=1[N:12]1[CH2:17][C:16]2[CH:18]=[N:19][C:20]3[N:24]([S:25]([C:28]4[CH:33]=[CH:32][CH:31]=[CH:30][CH:29]=4)(=[O:27])=[O:26])[CH:23]=[CH:22][C:21]=3[C:15]=2[N:14]([CH3:34])[C:13]1=[O:35].S(Cl)([Cl:39])(=O)=O. Product: [Cl:39][C:4]1[C:5]([O:10][CH3:11])=[CH:6][C:7]([O:8][CH3:9])=[C:2]([F:1])[C:3]=1[N:12]1[CH2:17][C:16]2[CH:18]=[N:19][C:20]3[N:24]([S:25]([C:28]4[CH:29]=[CH:30][CH:31]=[CH:32][CH:33]=4)(=[O:27])=[O:26])[CH:23]=[CH:22][C:21]=3[C:15]=2[N:14]([CH3:34])[C:13]1=[O:35]. The catalyst class is: 291. (3) Reactant: Cl[C:2]1[CH:7]=[CH:6][NH:5][C:4](=[O:8])[C:3]=1[C:9]1[NH:23][C:12]2=[CH:13][C:14]3[C:15](=[O:22])[N:16]([CH3:21])[C:17](=[O:20])[C:18]=3[CH:19]=[C:11]2[N:10]=1.[F:24][C:25]1[CH:30]=[CH:29][C:28]([F:31])=[CH:27][C:26]=1[CH2:32][CH:33]([NH2:35])[CH3:34].C(N(CC)C(C)C)(C)C. Product: [F:24][C:25]1[CH:30]=[CH:29][C:28]([F:31])=[CH:27][C:26]=1[CH2:32][CH:33]([NH:35][C:2]1[CH:7]=[CH:6][NH:5][C:4](=[O:8])[C:3]=1[C:9]1[NH:23][C:12]2=[CH:13][C:14]3[C:15](=[O:22])[N:16]([CH3:21])[C:17](=[O:20])[C:18]=3[CH:19]=[C:11]2[N:10]=1)[CH3:34]. The catalyst class is: 51. (4) Reactant: [CH2:1]([N:3]1[CH:7]=[C:6]([C:8]([O:10]CC)=[O:9])[CH:5]=[N:4]1)[CH3:2].[OH-].[Na+].Cl. Product: [CH2:1]([N:3]1[CH:7]=[C:6]([C:8]([OH:10])=[O:9])[CH:5]=[N:4]1)[CH3:2]. The catalyst class is: 5. (5) Reactant: [C:1]([NH:4][C:5](=O)[CH2:6][C:7]1[C:8]([CH2:19][CH3:20])=[C:9]([C:16](=O)[CH3:17])[N:10]2[C:15]=1[CH:14]=[CH:13][CH:12]=[CH:11]2)(=O)[CH3:2].[H-].[Al+3].[Li+].[H-].[H-].[H-].[C@H](O)(C([O-])=O)[C@@H](O)C([O-])=O.[Na+].[K+]. Product: [CH2:19]([C:8]1[C:7]([CH2:6][CH2:5][NH:4][CH2:1][CH3:2])=[C:15]2[N:10]([C:9]=1[CH2:16][CH3:17])[CH:11]=[CH:12][CH:13]=[CH:14]2)[CH3:20]. The catalyst class is: 27. (6) The catalyst class is: 30. Reactant: OO.O.[OH-].[Li+].[C:6]([O:10][C:11]([N:13]1[CH2:18][CH2:17][C@@H:16]([CH2:19][CH2:20][C:21](N(C(OC(C)(C)C)=O)C2C3C(=CC=C(OC)C=3)N=CC=2)=[O:22])[C@@H:15]([CH:43]=[CH2:44])[CH2:14]1)=[O:12])([CH3:9])([CH3:8])[CH3:7].S([O-])([O-])=[O:46].[Na+].[Na+]. Product: [C:6]([O:10][C:11]([N:13]1[CH2:18][CH2:17][C@@H:16]([CH2:19][CH2:20][C:21]([OH:22])=[O:46])[C@@H:15]([CH:43]=[CH2:44])[CH2:14]1)=[O:12])([CH3:7])([CH3:8])[CH3:9].